From a dataset of Forward reaction prediction with 1.9M reactions from USPTO patents (1976-2016). Predict the product of the given reaction. (1) Given the reactants [CH3:1][C:2]1[CH:14]=[C:13]([CH2:15][N:16]([S:33]([CH2:36][CH2:37][CH3:38])(=[O:35])=[O:34])[C:17]2[CH:18]=[C:19]([C:23]3[CH:28]=[CH:27][C:26]([C:29]([F:32])([F:31])[F:30])=[CH:25][CH:24]=3)[CH:20]=[CH:21][CH:22]=2)[CH:12]=[CH:11][C:3]=1[O:4][CH2:5][C:6]([O:8]CC)=[O:7].[OH-].[Na+], predict the reaction product. The product is: [CH3:1][C:2]1[CH:14]=[C:13]([CH2:15][N:16]([S:33]([CH2:36][CH2:37][CH3:38])(=[O:34])=[O:35])[C:17]2[CH:18]=[C:19]([C:23]3[CH:28]=[CH:27][C:26]([C:29]([F:30])([F:31])[F:32])=[CH:25][CH:24]=3)[CH:20]=[CH:21][CH:22]=2)[CH:12]=[CH:11][C:3]=1[O:4][CH2:5][C:6]([OH:8])=[O:7]. (2) Given the reactants [CH3:1][S:2][C:3]1[CH:8]=[CH:7][C:6]([CH:9]([C:11]2[CH:16]=[CH:15][C:14]([S:17][CH3:18])=[CH:13][CH:12]=2)[OH:10])=[CH:5][CH:4]=1, predict the reaction product. The product is: [CH3:18][S:17][C:14]1[CH:13]=[CH:12][C:11]([C:9]([C:6]2[CH:7]=[CH:8][C:3]([S:2][CH3:1])=[CH:4][CH:5]=2)=[O:10])=[CH:16][CH:15]=1. (3) The product is: [CH3:1][O:2][C:3]1[CH:4]=[CH:5][C:6]2[CH2:12][CH2:11][CH2:10][CH2:9][NH:8][C:7]=2[CH:14]=1. Given the reactants [CH3:1][O:2][C:3]1[CH:4]=[CH:5][C:6]2[CH2:12][CH2:11][CH2:10][C:9](=O)[NH:8][C:7]=2[CH:14]=1.[H-].[Al+3].[Li+].[H-].[H-].[H-], predict the reaction product. (4) Given the reactants N1(C([O-])=O)CCCCC1.[Cl:10][C:11]1[CH:16]=[CH:15][C:14]([C@@H:17]2[CH2:22][CH2:21][N:20]([CH2:23][C:24]([F:27])([F:26])[F:25])[CH2:19][C@H:18]2[CH2:28][O:29][C:30]2[C:35]([F:36])=[CH:34][C:33]([S:37]([N:40](CC3C=CC(OC)=CC=3OC)[C:41]3[S:45][N:44]=[CH:43][N:42]=3)(=[O:39])=[O:38])=[C:32]([F:57])[CH:31]=2)=[CH:13][CH:12]=1, predict the reaction product. The product is: [Cl:10][C:11]1[CH:16]=[CH:15][C:14]([C@@H:17]2[CH2:22][CH2:21][N:20]([CH2:23][C:24]([F:27])([F:26])[F:25])[CH2:19][C@H:18]2[CH2:28][O:29][C:30]2[C:35]([F:36])=[CH:34][C:33]([S:37]([NH:40][C:41]3[S:45][N:44]=[CH:43][N:42]=3)(=[O:38])=[O:39])=[C:32]([F:57])[CH:31]=2)=[CH:13][CH:12]=1.